Dataset: Forward reaction prediction with 1.9M reactions from USPTO patents (1976-2016). Task: Predict the product of the given reaction. (1) Given the reactants Br[CH2:2][C:3]1[C:8]([CH2:9]Br)=[CH:7][N:6]=[C:5]([C:11]#[N:12])[CH:4]=1.[NH:13]1[C:17]2=[N:18][CH:19]=[CH:20][CH:21]=[C:16]2[CH2:15][C:14]1=[O:22].O.[OH-].[Li+], predict the reaction product. The product is: [NH4+:6].[OH-:22].[O:22]=[C:14]1[NH:13][C:17]2=[N:18][CH:19]=[CH:20][CH:21]=[C:16]2[C:15]21[CH2:9][C:8]1[CH:7]=[N:6][C:5]([C:11]#[N:12])=[CH:4][C:3]=1[CH2:2]2. (2) Given the reactants [CH3:1][O:2][C:3](=[O:19])[CH2:4][C:5]1[CH:10]=[CH:9][C:8]([CH2:11][CH2:12][C:13]2[N:14]=[C:15]([NH2:18])[S:16][CH:17]=2)=[CH:7][CH:6]=1.C(N(CC)C(C)C)(C)C.[CH2:29]([S:31](Cl)(=[O:33])=[O:32])[CH3:30].O, predict the reaction product. The product is: [CH3:1][O:2][C:3](=[O:19])[CH2:4][C:5]1[CH:6]=[CH:7][C:8]([CH2:11][CH2:12][C:13]2[N:14]=[C:15]([NH:18][S:31]([CH2:29][CH3:30])(=[O:33])=[O:32])[S:16][CH:17]=2)=[CH:9][CH:10]=1. (3) Given the reactants [Cl:1][C:2]1[CH:3]=[N:4][C:5]2[N:6]([N:8]=[C:9]([C:11]([OH:13])=O)[CH:10]=2)[CH:7]=1.[CH3:14][N:15]1[C:24]2[C:19](=[C:20]([C:25]3[CH:30]=[CH:29][N:28]=[CH:27][CH:26]=3)[CH:21]=[CH:22][CH:23]=2)[CH2:18][CH2:17][NH:16]1, predict the reaction product. The product is: [Cl:1][C:2]1[CH:3]=[N:4][C:5]2[N:6]([N:8]=[C:9]([C:11]([N:16]3[CH2:17][CH2:18][C:19]4[C:24](=[CH:23][CH:22]=[CH:21][C:20]=4[C:25]4[CH:26]=[CH:27][N:28]=[CH:29][CH:30]=4)[N:15]3[CH3:14])=[O:13])[CH:10]=2)[CH:7]=1.